From a dataset of Forward reaction prediction with 1.9M reactions from USPTO patents (1976-2016). Predict the product of the given reaction. (1) Given the reactants [F:1][C:2]([F:15])([F:14])[S:3]([O:6]S(C(F)(F)F)(=O)=O)(=[O:5])=[O:4].[OH:16][C:17]1[C:30]2[C:29](=[O:31])[C:28]3[C:23](=[CH:24][CH:25]=[CH:26][CH:27]=3)[O:22][C:21]=2[CH:20]=[C:19](O)[CH:18]=1.N1C=CC=CC=1, predict the reaction product. The product is: [OH:16][C:17]1[C:30]2[C:29](=[O:31])[C:28]3[C:23](=[CH:24][CH:25]=[CH:26][CH:27]=3)[O:22][C:21]=2[CH:20]=[C:19]([O:6][S:3]([C:2]([F:15])([F:14])[F:1])(=[O:5])=[O:4])[CH:18]=1. (2) The product is: [Cl:12][C:13]1[N:18]=[C:17]([NH:9][C:8]2[CH:10]=[CH:11][C:5]([O:4][CH2:1][C:2]#[CH:3])=[CH:6][CH:7]=2)[C:16]([F:20])=[CH:15][N:14]=1. Given the reactants [CH2:1]([O:4][C:5]1[CH:11]=[CH:10][C:8]([NH2:9])=[CH:7][CH:6]=1)[C:2]#[CH:3].[Cl:12][C:13]1[N:18]=[C:17](Cl)[C:16]([F:20])=[CH:15][N:14]=1, predict the reaction product. (3) Given the reactants C(O[CH:4](OCC)[CH2:5][CH2:6][CH2:7][NH2:8])C.Cl.[Br:13][C:14]1[CH:15]=[C:16]([NH:21]N)[CH:17]=[CH:18][C:19]=1[F:20], predict the reaction product. The product is: [Br:13][C:14]1[CH:15]=[C:16]2[C:17]([C:5]([CH2:6][CH2:7][NH2:8])=[CH:4][NH:21]2)=[CH:18][C:19]=1[F:20]. (4) The product is: [CH2:29]1[CH2:18][O:21][CH2:31][CH2:30]1.[O:1]1[CH2:64][CH2:63][CH2:62][CH2:67]1. Given the reactants [OH-:1].[Na+].[Na].[O-]S([O-])(=O)=O.[Na+].[Na+].S([O-])([O-])(=O)=O.[Na+].[Na+].[C:18]([O-:21])([O-])=O.[K+].[K+].CCN=C=N[CH2:29][CH2:30][CH2:31]N(C)C.Cl.Cl.CN(C)CCCN=C=NCC.[CH:62]1[CH:67]=CC2N(O)N=N[C:64]=2[CH:63]=1.ON1[C:63]2[CH:64]=CC=[CH:67][C:62]=2N=N1.CC1C=CC(S(O)(=O)=O)=CC=1.C1(C)C=CC(S(O)(=O)=O)=CC=1.C([O-])(O)=O.[Na+].[Na].[H-].[H-].[H-].[H-].[Li+].[Al+3].[H-].[Al+3].[Li+].[H-].[H-].[H-], predict the reaction product. (5) Given the reactants Cl.Cl[CH2:3][C@@H:4]([OH:31])[CH2:5][NH:6][C:7]([C:9]1[CH:10]=[N:11][N:12]2[CH:17]=[CH:16][C:15]([N:18]3[CH2:22][CH2:21][CH2:20][C@@H:19]3[C:23]3[C:24](=[O:30])[NH:25][CH:26]=[C:27]([F:29])[CH:28]=3)=[N:14][C:13]=12)=[O:8].C([O-])([O-])=O.[Cs+].[Cs+], predict the reaction product. The product is: [F:29][C:27]1[CH:28]=[C:23]2[C:24](=[O:30])[N:25]([CH:26]=1)[CH2:3][C@@H:4]([OH:31])[CH2:5][NH:6][C:7](=[O:8])[C:9]1=[C:13]3[N:14]=[C:15]([CH:16]=[CH:17][N:12]3[N:11]=[CH:10]1)[N:18]1[C@@H:19]2[CH2:20][CH2:21][CH2:22]1. (6) Given the reactants [N:1]1[CH:6]=[CH:5][CH:4]=[C:3]([CH2:7][OH:8])[CH:2]=1.C1(C)C=C(C)C=C(C)C=1S(O[NH2:21])(=O)=O.C[O:24][C:25]([C:27]#[C:28]C(OC)=O)=[O:26].OS(O)(=O)=O, predict the reaction product. The product is: [OH:8][CH2:7][C:3]1[C:2]2[N:1]([N:21]=[C:27]([C:25]([OH:24])=[O:26])[CH:28]=2)[CH:6]=[CH:5][CH:4]=1. (7) The product is: [F:35][C:26]1[CH:27]=[C:28]([S:31]([CH3:34])(=[O:33])=[O:32])[CH:29]=[CH:30][C:25]=1[NH:1][C@H:2]1[CH2:6][CH2:5][N:4]([CH:7]2[CH2:12][CH2:11][N:10]([C:13]([O:15][CH2:16][C:17]3[CH:22]=[CH:21][CH:20]=[CH:19][CH:18]=3)=[O:14])[CH2:9][CH2:8]2)[C:3]1=[O:23]. Given the reactants [NH2:1][C@H:2]1[CH2:6][CH2:5][N:4]([CH:7]2[CH2:12][CH2:11][N:10]([C:13]([O:15][CH2:16][C:17]3[CH:22]=[CH:21][CH:20]=[CH:19][CH:18]=3)=[O:14])[CH2:9][CH2:8]2)[C:3]1=[O:23].F[C:25]1[CH:30]=[CH:29][C:28]([S:31]([CH3:34])(=[O:33])=[O:32])=[CH:27][C:26]=1[F:35].C([O-])([O-])=O.[Na+].[Na+].O, predict the reaction product. (8) Given the reactants [Br:1]N1C(=O)CCC1=O.[CH:9]1[C:18]2[C:13](=[CH:14][CH:15]=[CH:16][CH:17]=2)[CH:12]=[CH:11][N:10]=1.[N+:19]([O-:22])([O-])=[O:20].[K+].N, predict the reaction product. The product is: [Br:1][C:14]1[CH:15]=[CH:16][C:17]([N+:19]([O-:22])=[O:20])=[C:18]2[C:13]=1[CH:12]=[CH:11][N:10]=[CH:9]2. (9) Given the reactants [CH2:1]([O:8][C:9]([NH:11][C@H:12]([C:24]([OH:26])=O)[CH2:13][CH2:14][CH2:15][NH:16][C:17]([O:19][C:20]([CH3:23])([CH3:22])[CH3:21])=[O:18])=[O:10])[C:2]1[CH:7]=[CH:6][CH:5]=[CH:4][CH:3]=1.[C:27]([O:31][C:32](=[O:37])[NH:33][CH2:34][CH2:35][NH2:36])([CH3:30])([CH3:29])[CH3:28].C(Cl)CCl.C1C=CC2N(O)N=NC=2C=1, predict the reaction product. The product is: [C:20]([O:19][C:17]([NH:16][CH2:15][CH2:14][CH2:13][C@H:12]([NH:11][C:9](=[O:10])[O:8][CH2:1][C:2]1[CH:3]=[CH:4][CH:5]=[CH:6][CH:7]=1)[C:24]([NH:36][CH2:35][CH2:34][NH:33][C:32]([O:31][C:27]([CH3:30])([CH3:29])[CH3:28])=[O:37])=[O:26])=[O:18])([CH3:21])([CH3:22])[CH3:23]. (10) The product is: [NH2:27][C:11]1[N:12]=[CH:13][C:14]([C:16]2[CH:20]=[CH:32][C:31]([OH:45])=[C:30]([O:29][CH3:28])[CH:17]=2)=[CH:15][C:10]=1[C:2]1[O:3][C:4]2[C:9]([N:1]=1)=[CH:8][CH:7]=[CH:6][N:5]=2. Given the reactants [N:1]1[C:9]2[C:4](=[N:5][CH:6]=[CH:7][CH:8]=2)[O:3][C:2]=1[C:10]1[C:11]([NH2:27])=[N:12][CH:13]=[C:14]([C:16]2[CH:17]=NN(C3CCNCC3)[CH:20]=2)[CH:15]=1.[CH3:28][O:29][C:30]1C=C(B2OC(C)(C)C(C)(C)O2)C=[CH:32][C:31]=1[OH:45], predict the reaction product.